Dataset: Reaction yield outcomes from USPTO patents with 853,638 reactions. Task: Predict the reaction yield, written as a fraction of the theoretical maximum amount of product (1.0 means a 100% yield; for example, 0.34 means a 34% yield). (1) The reactants are [C:1]1([S:7]([N:10]2[CH:14]=[C:13](Br)[C:12]([C:16]3[CH:17]=[N:18][CH:19]=[CH:20][CH:21]=3)=[N:11]2)(=[O:9])=[O:8])[CH:6]=[CH:5][CH:4]=[CH:3][CH:2]=1.[CH:22](/B(O)O)=[CH:23]\[CH2:24][CH2:25][CH2:26][CH2:27][CH2:28][CH3:29].[O-]P([O-])([O-])=O.[K+].[K+].[K+].COC1C=CC=C(OC)C=1C1C=CC=CC=1P(C1CCCCC1)C1CCCCC1. The catalyst is C(OCC)(=O)C.CC([O-])=O.CC([O-])=O.[Pd+2].C1(C)C=CC=CC=1. The product is [C:1]1([S:7]([N:10]2[CH:14]=[C:13]([CH:22]=[CH:23][CH2:24][CH2:25][CH2:26][CH2:27][CH2:28][CH3:29])[C:12]([C:16]3[CH:17]=[N:18][CH:19]=[CH:20][CH:21]=3)=[N:11]2)(=[O:9])=[O:8])[CH:6]=[CH:5][CH:4]=[CH:3][CH:2]=1. The yield is 0.320. (2) The reactants are [NH2:1][C:2]1[CH:10]=[C:6]([C:7]([OH:9])=[O:8])[C:5]([OH:11])=[CH:4][CH:3]=1.[N+:12]([C:15]1[CH:23]=[CH:22][C:18]([CH2:19][CH2:20]Br)=[CH:17][CH:16]=1)([O-:14])=[O:13]. No catalyst specified. The product is [N+:12]([C:15]1[CH:23]=[CH:22][C:18]([CH2:19][CH2:20][NH:1][C:2]2[CH:10]=[C:6]([C:7]([OH:9])=[O:8])[C:5]([OH:11])=[CH:4][CH:3]=2)=[CH:17][CH:16]=1)([O-:14])=[O:13]. The yield is 0.500. (3) The reactants are [F:1][C:2]1[CH:3]=[C:4]([C@H:8]2[CH2:12][CH2:11][CH2:10][N:9]2[C:13]2[CH:18]=[CH:17][N:16]3[N:19]=[CH:20][C:21]([C:22]([OH:24])=O)=[C:15]3[N:14]=2)[CH:5]=[N:6][CH:7]=1.[O:25]1[CH2:30][CH2:29][CH:28]([NH2:31])[CH2:27][CH2:26]1. No catalyst specified. The product is [F:1][C:2]1[CH:3]=[C:4]([C@H:8]2[CH2:12][CH2:11][CH2:10][N:9]2[C:13]2[CH:18]=[CH:17][N:16]3[N:19]=[CH:20][C:21]([C:22]([NH:31][CH:28]4[CH2:29][CH2:30][O:25][CH2:26][CH2:27]4)=[O:24])=[C:15]3[N:14]=2)[CH:5]=[N:6][CH:7]=1. The yield is 0.900. (4) The reactants are [N:1]1[CH:6]=[CH:5][C:4]([C@H:7]([OH:9])[CH3:8])=[CH:3][CH:2]=1.[CH3:10][C:11]([OH:13])=[O:12]. The catalyst is CO.O=[Pt]=O. The product is [C:11]([OH:13])(=[O:12])[CH3:10].[NH:1]1[CH2:6][CH2:5][CH:4]([C@H:7]([OH:9])[CH3:8])[CH2:3][CH2:2]1. The yield is 0.790.